This data is from Full USPTO retrosynthesis dataset with 1.9M reactions from patents (1976-2016). The task is: Predict the reactants needed to synthesize the given product. The reactants are: [CH2:1]([N:3]1[C:7]([CH2:8]O)=[CH:6][N:5]=[CH:4]1)[CH3:2].BrP(Br)Br.[CH3:14][C:15]1[N:20]=[C:19]([SH:21])[N:18]=[C:17]([OH:22])[CH:16]=1.C(N(CC)CC)C. Given the product [CH2:1]([N:3]1[C:7]([CH2:8][S:21][C:19]2[N:18]=[C:17]([OH:22])[CH:16]=[C:15]([CH3:14])[N:20]=2)=[CH:6][N:5]=[CH:4]1)[CH3:2], predict the reactants needed to synthesize it.